The task is: Predict which catalyst facilitates the given reaction.. This data is from Catalyst prediction with 721,799 reactions and 888 catalyst types from USPTO. (1) Reactant: [CH3:1][O:2][C:3]([C:5]1[N:6]([S:21]([CH3:24])(=[O:23])=[O:22])[CH:7]=[C:8]([C:10](=S)[NH:11][C:12]2[CH:17]=[CH:16][CH:15]=[C:14]([F:18])[C:13]=2[F:19])[CH:9]=1)=[O:4].[NH2:25][NH2:26]. Product: [CH3:1][O:2][C:3]([C:5]1[N:6]([S:21]([CH3:24])(=[O:23])=[O:22])[CH:7]=[C:8]([C:10](=[N:25][NH2:26])[NH:11][C:12]2[CH:17]=[CH:16][CH:15]=[C:14]([F:18])[C:13]=2[F:19])[CH:9]=1)=[O:4]. The catalyst class is: 497. (2) Product: [Cl:1][C:2]1[S:6][C:5]([C:7]([NH:9][CH2:10][C:11]2[N:12]=[CH:13][N:14]([C:16]3[CH:21]=[CH:20][C:19]([N:23]4[CH2:28][CH2:27][O:26][CH2:25][C:24]4=[O:29])=[CH:18][CH:17]=3)[CH:15]=2)=[O:8])=[CH:4][CH:3]=1. Reactant: [Cl:1][C:2]1[S:6][C:5]([C:7]([NH:9][CH2:10][C:11]2[N:12]=[CH:13][N:14]([C:16]3[CH:21]=[CH:20][C:19](I)=[CH:18][CH:17]=3)[CH:15]=2)=[O:8])=[CH:4][CH:3]=1.[NH:23]1[CH2:28][CH2:27][O:26][CH2:25][C:24]1=[O:29].OC1C=CC=C2C=1N=CC=C2.C([O-])([O-])=O.[K+].[K+]. The catalyst class is: 156. (3) Reactant: [Cl:1][C:2]1[CH:3]=[C:4]2[C:21](=[CH:22][CH:23]=1)[C:8]1([CH2:13][CH2:12][N:11](C(OC(C)(C)C)=O)[CH2:10][CH2:9]1)[C:7](=[O:24])[C:6]([C:25]([NH:27][CH2:28][C:29]([O:31][CH3:32])=[O:30])=[O:26])=[C:5]2[OH:33].Cl. Product: [Cl:1][C:2]1[CH:3]=[C:4]2[C:21](=[CH:22][CH:23]=1)[C:8]1([CH2:9][CH2:10][NH:11][CH2:12][CH2:13]1)[C:7](=[O:24])[C:6]([C:25]([NH:27][CH2:28][C:29]([O:31][CH3:32])=[O:30])=[O:26])=[C:5]2[OH:33]. The catalyst class is: 12. (4) Reactant: [C:1]([N:4]1[CH2:9][CH2:8][NH:7][CH2:6][CH2:5]1)(=[O:3])[CH3:2].[F:10][C:11]1[CH:16]=[CH:15][C:14]([N:17]=[C:18]=[O:19])=[CH:13][CH:12]=1. Product: [C:1]([N:4]1[CH2:9][CH2:8][N:7]([C:18](=[O:19])[NH:17][C:14]2[CH:15]=[CH:16][C:11]([F:10])=[CH:12][CH:13]=2)[CH2:6][CH2:5]1)(=[O:3])[CH3:2]. The catalyst class is: 7. (5) Reactant: [CH2:1]([O:8][C:9]([N:11]([CH2:18][C:19]1[CH:50]=[CH:49][C:22]2[N:23]([CH2:36][CH:37]3[CH2:41][CH2:40][CH2:39][N:38]3C(OC(C)(C)C)=O)[C:24]([NH:26][C:27](=[O:35])[C:28]3[CH:33]=[CH:32][C:31]([Cl:34])=[CH:30][CH:29]=3)=[N:25][C:21]=2[CH:20]=1)[C@H:12]([C:14]([CH3:17])([CH3:16])[CH3:15])[CH3:13])=[O:10])[C:2]1[CH:7]=[CH:6][CH:5]=[CH:4][CH:3]=1.C(O)(C(F)(F)F)=O. Product: [CH2:1]([O:8][C:9](=[O:10])[N:11]([CH2:18][C:19]1[CH:50]=[CH:49][C:22]2[N:23]([CH2:36][CH:37]3[CH2:41][CH2:40][CH2:39][NH:38]3)[C:24]([NH:26][C:27](=[O:35])[C:28]3[CH:29]=[CH:30][C:31]([Cl:34])=[CH:32][CH:33]=3)=[N:25][C:21]=2[CH:20]=1)[C@H:12]([C:14]([CH3:16])([CH3:17])[CH3:15])[CH3:13])[C:2]1[CH:3]=[CH:4][CH:5]=[CH:6][CH:7]=1. The catalyst class is: 2. (6) Reactant: [Si]([O:8][CH2:9][CH2:10][C@H:11]1[CH2:22][CH2:21][C:20]2[S:19][C:18]3[N:17]=[CH:16][N:15]=[C:14]([O:23][CH:24]4[CH2:29][CH2:28][C:27]([NH:32][C:33](=[O:39])[O:34][C:35]([CH3:38])([CH3:37])[CH3:36])([CH2:30][CH3:31])[CH2:26][CH2:25]4)[C:13]=3[C:12]1=2)(C(C)(C)C)(C)C.CCCC[N+](CCCC)(CCCC)CCCC.[F-]. Product: [CH2:30]([C:27]1([NH:32][C:33](=[O:39])[O:34][C:35]([CH3:38])([CH3:37])[CH3:36])[CH2:28][CH2:29][CH:24]([O:23][C:14]2[C:13]3[C:12]4[C@@H:11]([CH2:10][CH2:9][OH:8])[CH2:22][CH2:21][C:20]=4[S:19][C:18]=3[N:17]=[CH:16][N:15]=2)[CH2:25][CH2:26]1)[CH3:31]. The catalyst class is: 1. (7) Reactant: [NH:1]1[C:5]2[CH:6]=[CH:7][CH:8]=[CH:9][C:4]=2[N:3]=[C:2]1[CH2:10][C:11]#[N:12].O=[C:14]1[CH2:19][CH2:18][S:17][CH2:16][CH:15]1[C:20](OC)=[O:21].C([O-])(=O)C.[NH4+].O. Product: [O:21]=[C:20]1[N:3]2[C:2]([NH:1][C:5]3[CH:6]=[CH:7][CH:8]=[CH:9][C:4]=32)=[C:10]([C:11]#[N:12])[C:14]2[CH2:19][CH2:18][S:17][CH2:16][C:15]1=2. The catalyst class is: 10. (8) Reactant: Cl[C:2]1[N:3]([C@@H:15]2[O:21][C@H:20]([CH2:22][OH:23])[C@@H:18]([OH:19])[C@H:16]2O)[C:4]2[C:9]([C:10]=1[C:11]#[N:12])=[CH:8][C:7]([Cl:13])=[C:6]([Cl:14])[CH:5]=2.[OH2:24].[NH2:25][NH2:26]. Product: [Cl:13][C:7]1[CH:8]=[C:9]2[C:4](=[CH:5][C:6]=1[Cl:14])[N:3]([C@@H:15]1[O:21][C@H:20]([CH2:22][OH:23])[C@@H:18]([OH:19])[C@H:16]1[OH:24])[C:2]1[NH:25][N:26]=[C:11]([NH2:12])[C:10]2=1. The catalyst class is: 6. (9) Reactant: [CH3:1][NH:2][CH2:3][CH2:4][CH2:5][CH2:6][CH2:7][C:8]([OH:10])=[O:9].C(=O)([O-])[O-].[K+].[K+].Cl[C:18]([O:20][CH3:21])=[O:19].Cl. Product: [CH3:21][O:20][C:18]([N:2]([CH3:1])[CH2:3][CH2:4][CH2:5][CH2:6][CH2:7][C:8]([OH:10])=[O:9])=[O:19]. The catalyst class is: 127. (10) Reactant: [NH2:1]/[C:2](=[N:10]\[O:11][C:12]([C@H:14]([CH2:23][CH2:24][CH2:25][CH:26]1[CH2:31][CH2:30][CH2:29][CH2:28][CH2:27]1)[CH2:15][C:16]([O:18][C:19]([CH3:22])([CH3:21])[CH3:20])=[O:17])=O)/[CH2:3][C:4]1[CH:9]=[CH:8][N:7]=[CH:6][CH:5]=1. Product: [CH:26]1([CH2:25][CH2:24][CH2:23][C@@H:14]([C:12]2[O:11][N:10]=[C:2]([CH2:3][C:4]3[CH:9]=[CH:8][N:7]=[CH:6][CH:5]=3)[N:1]=2)[CH2:15][C:16]([O:18][C:19]([CH3:22])([CH3:21])[CH3:20])=[O:17])[CH2:31][CH2:30][CH2:29][CH2:28][CH2:27]1. The catalyst class is: 113.